This data is from NCI-60 drug combinations with 297,098 pairs across 59 cell lines. The task is: Regression. Given two drug SMILES strings and cell line genomic features, predict the synergy score measuring deviation from expected non-interaction effect. Drug 1: CCC1(CC2CC(C3=C(CCN(C2)C1)C4=CC=CC=C4N3)(C5=C(C=C6C(=C5)C78CCN9C7C(C=CC9)(C(C(C8N6C=O)(C(=O)OC)O)OC(=O)C)CC)OC)C(=O)OC)O.OS(=O)(=O)O. Drug 2: CN(CCCl)CCCl.Cl. Cell line: UACC62. Synergy scores: CSS=24.3, Synergy_ZIP=-12.6, Synergy_Bliss=-3.68, Synergy_Loewe=-5.48, Synergy_HSA=-2.83.